This data is from Full USPTO retrosynthesis dataset with 1.9M reactions from patents (1976-2016). The task is: Predict the reactants needed to synthesize the given product. (1) Given the product [ClH:18].[Cl:18][C:19]1[CH:20]=[C:21]([CH:23]=[CH:24][C:25]=1[F:26])[NH:22][C:4]1[C:3]2[C:8](=[CH:9][CH:10]=[CH:11][C:2]=2[F:1])[N:7]=[CH:6][N:5]=1, predict the reactants needed to synthesize it. The reactants are: [F:1][C:2]1[CH:11]=[CH:10][CH:9]=[C:8]2[C:3]=1[C:4](=O)[NH:5][CH:6]=[N:7]2.C(=O)([O-])O.[Na+].[Cl:18][C:19]1[CH:20]=[C:21]([CH:23]=[CH:24][C:25]=1[F:26])[NH2:22].Cl. (2) Given the product [CH2:6]([C:8]1[O:9][C:10]([CH2:13][CH2:14][OH:15])=[CH:11][CH:12]=1)[CH3:7], predict the reactants needed to synthesize it. The reactants are: [Li]CCCC.[CH2:6]([C:8]1[O:9][CH:10]=[CH:11][CH:12]=1)[CH3:7].[CH2:13]1[O:15][CH2:14]1.[NH4+].[Cl-]. (3) Given the product [CH3:10][C:11]1[C:13]2[CH:18]=[CH:17][CH:16]=[CH:15][C:14]=2[S:5][C:4]=1[C:3]([O:7][CH3:8])=[O:6], predict the reactants needed to synthesize it. The reactants are: [H-].[Na+].[C:3]([O:7][CH3:8])(=[O:6])[CH2:4][SH:5].F[CH2:10][C:11]([C:13]1[CH:18]=[CH:17][CH:16]=[CH:15][CH:14]=1)=O. (4) Given the product [F:1][C:2]1[C:7]([F:8])=[CH:6][CH:5]=[CH:4][C:3]=1[CH2:9][O:10][C:27]1[CH:28]=[C:19]2[NH:18][C@H:23]([CH3:24])[CH2:22][CH2:21][N:20]2[C:25](=[O:30])[N:26]=1, predict the reactants needed to synthesize it. The reactants are: [F:1][C:2]1[C:7]([F:8])=[CH:6][CH:5]=[CH:4][C:3]=1[CH2:9][OH:10].C(OC([N:18]1[C@H:23]([CH3:24])[CH2:22][CH2:21][N:20]2[C:25](=[O:30])[N:26]=[C:27](Cl)[CH:28]=[C:19]12)=O)(C)(C)C. (5) Given the product [OH:2][C:3]12[CH2:8][CH2:7][C:6]([CH2:11][CH2:12][C:13]([O:15][CH3:16])=[O:14])([CH2:5][CH2:4]1)[CH2:9][CH2:10]2, predict the reactants needed to synthesize it. The reactants are: C[O:2][C:3]12[CH2:10][CH2:9][C:6]([CH2:11][CH2:12][C:13]([O:15][CH3:16])=[O:14])([CH2:7][CH2:8]1)[CH2:5][CH2:4]2.COC12CCC(/C=C/C(OC)=O)(CC1)CC2.OC12CCC(/C=C/C(OC)=O)(CC1)CC2. (6) Given the product [NH2:1][C@H:2]([C:10]([OH:12])=[O:11])[CH2:3][CH2:4][CH2:5][NH:6][C:7](=[NH:8])[NH2:9].[CH2:13]([O:15][C@@H:16]([CH2:20][C:21]1[CH:22]=[CH:23][C:24]([O:27][CH2:28][CH2:29][N:30]2[C:43]3[CH:42]=[CH:41][CH:40]=[CH:39][C:38]=3[O:37][C:36]3[C:31]2=[CH:32][CH:33]=[CH:34][CH:35]=3)=[CH:25][CH:26]=1)[C:17]([O-:19])=[O:18])[CH3:14], predict the reactants needed to synthesize it. The reactants are: [NH2:1][C@H:2]([C:10]([OH:12])=[O:11])[CH2:3][CH2:4][CH2:5][NH:6][C:7](=[NH:9])[NH2:8].[CH2:13]([O:15][C@@H:16]([CH2:20][C:21]1[CH:26]=[CH:25][C:24]([O:27][CH2:28][CH2:29][N:30]2[C:43]3[CH:42]=[CH:41][CH:40]=[CH:39][C:38]=3[O:37][C:36]3[C:31]2=[CH:32][CH:33]=[CH:34][CH:35]=3)=[CH:23][CH:22]=1)[C:17]([OH:19])=[O:18])[CH3:14]. (7) Given the product [CH:20]1[C:19]([N:22]2[C:23](=[O:28])[CH2:24][O:25][CH2:26][CH2:27]2)=[CH:18][CH:17]=[C:16]([N:12]2[C:13](=[O:15])[O:14][C@@H:10]([CH2:9][NH:8][C:37]([C:35]3[S:36][C:32]([Cl:31])=[CH:33][CH:34]=3)=[O:38])[CH2:11]2)[CH:21]=1, predict the reactants needed to synthesize it. The reactants are: C(=[N:8][CH2:9][C@@H:10]1[O:14][C:13](=[O:15])[N:12]([C:16]2[CH:21]=[CH:20][C:19]([N:22]3[CH2:27][CH2:26][O:25][CH2:24][C:23]3=[O:28])=[CH:18][CH:17]=2)[CH2:11]1)C1C=CC=CC=1.O.Cl.[Cl:31][C:32]1[S:36][C:35]([C:37](Cl)=[O:38])=[CH:34][CH:33]=1. (8) Given the product [Br:13][C:12]1[C:2]2[N:3]([CH:16]=[CH:17][N:1]=2)[CH:4]=[C:5]([C:6]([O:8][CH2:9][CH3:10])=[O:7])[CH:11]=1, predict the reactants needed to synthesize it. The reactants are: [NH2:1][C:2]1[C:12]([Br:13])=[CH:11][C:5]([C:6]([O:8][CH2:9][CH3:10])=[O:7])=[CH:4][N:3]=1.CO[CH:16](OC)[CH2:17]Br.C1(C)C=CC(S(O)(=O)=O)=CC=1.[Li+].[Cl-].